Task: Predict the product of the given reaction.. Dataset: Forward reaction prediction with 1.9M reactions from USPTO patents (1976-2016) (1) Given the reactants [CH2:1]([O:8][C:9](=[O:29])[NH:10][C@@H:11]([CH3:28])[CH2:12][N:13]1[C:21]2[C:16](=[CH:17][CH:18]=[C:19]3[O:24][C:23]([C:25](=O)[NH2:26])=[CH:22][C:20]3=2)[CH:15]=[N:14]1)[C:2]1[CH:7]=[CH:6][CH:5]=[CH:4][CH:3]=1.S(Cl)(Cl)=O.[N:34]1[CH:39]=[CH:38][CH:37]=[CH:36][C:35]=1[N:40]1[CH2:45][CH2:44]N[CH2:42][CH2:41]1, predict the reaction product. The product is: [CH2:1]([O:8][C:9](=[O:29])[NH:10][C@@H:11]([CH3:28])[CH2:12][N:13]1[C:21]2[C:16](=[CH:17][CH:18]=[C:19]3[O:24][C:23]([CH2:25][N:26]4[CH2:44][CH2:45][N:40]([C:35]5[CH:36]=[CH:37][CH:38]=[CH:39][N:34]=5)[CH2:41][CH2:42]4)=[CH:22][C:20]3=2)[CH:15]=[N:14]1)[C:2]1[CH:3]=[CH:4][CH:5]=[CH:6][CH:7]=1. (2) Given the reactants [CH3:1][O:2][C:3]1[CH:21]=[C:20]([O:22][CH2:23][C:24]2[CH:25]=[C:26]([C:30]3[CH:31]=[CH:32][C:33]([C:36]([O:38]C(C)(C)C)=[O:37])=[N:34][CH:35]=3)[CH:27]=[CH:28][CH:29]=2)[C:6]2[CH:7]=[C:8]([C:10]3[N:11]=[C:12]4[N:16]([CH:17]=3)[N:15]=[C:14]([O:18][CH3:19])[S:13]4)[O:9][C:5]=2[CH:4]=1.FC(F)(F)C(O)=O.C1(C)C=CC=CC=1, predict the reaction product. The product is: [CH3:1][O:2][C:3]1[CH:21]=[C:20]([O:22][CH2:23][C:24]2[CH:25]=[C:26]([C:30]3[CH:31]=[CH:32][C:33]([C:36]([OH:38])=[O:37])=[N:34][CH:35]=3)[CH:27]=[CH:28][CH:29]=2)[C:6]2[CH:7]=[C:8]([C:10]3[N:11]=[C:12]4[N:16]([CH:17]=3)[N:15]=[C:14]([O:18][CH3:19])[S:13]4)[O:9][C:5]=2[CH:4]=1. (3) The product is: [O:14]1[CH2:15][CH2:16][N:11]([C:10]2[C:5]3[N:6]([C:17]([CH:18]4[CH2:23][CH2:22][N:21]([C:24]([O:26][C:27]([CH3:30])([CH3:29])[CH3:28])=[O:25])[CH2:20][CH2:19]4)=[C:3]([C:1]#[C:2][C:32]4[CH:41]=[CH:40][C:39]5[C:34](=[CH:35][CH:36]=[CH:37][CH:38]=5)[N:33]=4)[N:4]=3)[N:7]=[CH:8][CH:9]=2)[CH2:12][CH2:13]1. Given the reactants [C:1]([C:3]1[N:4]=[C:5]2[C:10]([N:11]3[CH2:16][CH2:15][O:14][CH2:13][CH2:12]3)=[CH:9][CH:8]=[N:7][N:6]2[C:17]=1[CH:18]1[CH2:23][CH2:22][N:21]([C:24]([O:26][C:27]([CH3:30])([CH3:29])[CH3:28])=[O:25])[CH2:20][CH2:19]1)#[CH:2].Br[C:32]1[CH:41]=[CH:40][C:39]2[C:34](=[CH:35][CH:36]=[CH:37][CH:38]=2)[N:33]=1.CCN(C(C)C)C(C)C, predict the reaction product. (4) The product is: [C:1]([O:4][CH2:5][C:6]1[C:7]([N:40]2[CH2:51][CH2:50][N:49]3[C:42](=[CH:43][C:44]4[CH2:45][C:46]([CH3:53])([CH3:52])[CH2:47][C:48]=43)[C:41]2=[O:54])=[N:8][CH:9]=[CH:10][C:11]=1[C:12]1[CH:13]=[C:14]([NH:20][C:21]2[CH:22]=[CH:23][C:24]([N:27]3[CH2:32][CH2:31][NH:30][CH2:29][CH2:28]3)=[CH:25][N:26]=2)[C:15](=[O:19])[N:16]([CH3:18])[CH:17]=1)(=[O:3])[CH3:2]. Given the reactants [C:1]([O:4][CH2:5][C:6]1[C:7]([N:40]2[CH2:51][CH2:50][N:49]3[C:42](=[CH:43][C:44]4[CH2:45][C:46]([CH3:53])([CH3:52])[CH2:47][C:48]=43)[C:41]2=[O:54])=[N:8][CH:9]=[CH:10][C:11]=1[C:12]1[CH:13]=[C:14]([NH:20][C:21]2[N:26]=[CH:25][C:24]([N:27]3[CH2:32][CH2:31][N:30](C(OC(C)(C)C)=O)[CH2:29][CH2:28]3)=[CH:23][CH:22]=2)[C:15](=[O:19])[N:16]([CH3:18])[CH:17]=1)(=[O:3])[CH3:2].Cl.CO, predict the reaction product.